This data is from Forward reaction prediction with 1.9M reactions from USPTO patents (1976-2016). The task is: Predict the product of the given reaction. (1) The product is: [Br:1][C:2]1[C:3]([N:18]([CH3:23])[S:19]([CH3:22])(=[O:20])=[O:21])=[CH:4][C:5]2[O:9][C:8]([CH:10]3[CH2:11][CH2:12]3)=[C:7]([C:13]([NH:15][CH3:16])=[O:14])[C:6]=2[CH:17]=1. Given the reactants [Br:1][C:2]1[C:3]([NH:18][S:19]([CH3:22])(=[O:21])=[O:20])=[CH:4][C:5]2[O:9][C:8]([CH:10]3[CH2:12][CH2:11]3)=[C:7]([C:13]([NH:15][CH3:16])=[O:14])[C:6]=2[CH:17]=1.[C:23]([O-])([O-])=O.[K+].[K+].CI, predict the reaction product. (2) Given the reactants [OH:1][C@H:2]([C@@H:10]([NH:32]C(=O)OC(C)(C)C)[CH2:11][C@H:12]([CH2:16][NH:17][C:18](=[O:31])[C:19]1[CH:24]=[CH:23][CH:22]=[CH:21][C:20]=1[O:25][CH2:26][CH2:27][CH2:28][O:29][CH3:30])[CH:13]([CH3:15])[CH3:14])[CH2:3][N:4]1[CH2:9][CH2:8][CH2:7][CH2:6][CH2:5]1.[ClH:40], predict the reaction product. The product is: [ClH:40].[ClH:40].[NH2:32][C@H:10]([C@@H:2]([OH:1])[CH2:3][N:4]1[CH2:9][CH2:8][CH2:7][CH2:6][CH2:5]1)[CH2:11][C@@H:12]([CH:13]([CH3:15])[CH3:14])[CH2:16][NH:17][C:18](=[O:31])[C:19]1[CH:24]=[CH:23][CH:22]=[CH:21][C:20]=1[O:25][CH2:26][CH2:27][CH2:28][O:29][CH3:30].